From a dataset of Catalyst prediction with 721,799 reactions and 888 catalyst types from USPTO. Predict which catalyst facilitates the given reaction. Reactant: [OH:1][NH:2][C:3](=[NH:7])[CH:4]([CH3:6])[CH3:5].[H-].[Na+].[C:10]([O:14][C:15]([NH:17][CH2:18][CH2:19][C:20](OC)=O)=[O:16])([CH3:13])([CH3:12])[CH3:11].O. Product: [CH:4]([C:3]1[N:7]=[C:20]([CH2:19][CH2:18][NH:17][C:15](=[O:16])[O:14][C:10]([CH3:13])([CH3:12])[CH3:11])[O:1][N:2]=1)([CH3:6])[CH3:5]. The catalyst class is: 9.